Predict the reactants needed to synthesize the given product. From a dataset of Full USPTO retrosynthesis dataset with 1.9M reactions from patents (1976-2016). (1) Given the product [Cl:1][C:2]1[CH:7]=[CH:6][C:5]([CH:8]2[C:15]3[C:14]([CH3:16])=[N:13][N:12]([CH:17]4[CH2:19][CH2:18]4)[C:11]=3[C:10](=[O:20])[N:9]2[C:22]2[CH:23]=[C:24]([CH3:30])[C:25](=[O:29])[N:26]([CH3:28])[CH:27]=2)=[CH:4][CH:3]=1, predict the reactants needed to synthesize it. The reactants are: [Cl:1][C:2]1[CH:7]=[CH:6][C:5]([CH:8]2[C:15]3[C:14]([CH3:16])=[N:13][N:12]([CH:17]4[CH2:19][CH2:18]4)[C:11]=3[C:10](=[O:20])[NH:9]2)=[CH:4][CH:3]=1.I[C:22]1[CH:23]=[C:24]([CH3:30])[C:25](=[O:29])[N:26]([CH3:28])[CH:27]=1.P([O-])([O-])([O-])=O.[K+].[K+].[K+]. (2) Given the product [Cl:33][C:7]1[CH2:8][CH2:9][CH2:10][C:11](=[O:12])[C:6]=1[C:4](=[O:5])[C:3]1[CH:14]=[CH:15][C:16]([S:26]([CH3:29])(=[O:28])=[O:27])=[C:17]([CH2:18][S:19][C:20]2[N:24]([CH3:25])[N:23]=[N:22][N:21]=2)[C:2]=1[Cl:1], predict the reactants needed to synthesize it. The reactants are: [Cl:1][C:2]1[C:17]([CH2:18][S:19][C:20]2[N:24]([CH3:25])[N:23]=[N:22][N:21]=2)=[C:16]([S:26]([CH3:29])(=[O:28])=[O:27])[CH:15]=[CH:14][C:3]=1[C:4]([CH:6]1[C:11](=[O:12])[CH2:10][CH2:9][CH2:8][C:7]1=O)=[O:5].C(Cl)(=O)C([Cl:33])=O. (3) The reactants are: [CH2:1]([Mg]Br)[CH:2]=[CH2:3].[CH3:6][S:7]([N:10]1[CH2:15][CH2:14][C:13](=[O:16])[CH2:12][CH2:11]1)(=[O:9])=[O:8]. Given the product [CH2:3]([C:13]1([OH:16])[CH2:12][CH2:11][N:10]([S:7]([CH3:6])(=[O:9])=[O:8])[CH2:15][CH2:14]1)[CH:2]=[CH2:1], predict the reactants needed to synthesize it. (4) Given the product [C:25]([CH2:24][N:16]1[C:17]2[C:22](=[CH:21][CH:20]=[CH:19][CH:18]=2)[CH2:23][CH:14]([NH:13][C:11]([C:9]2[NH:8][C:7]3[S:30][C:4]([Cl:3])=[CH:5][C:6]=3[CH:10]=2)=[O:12])[C:15]1=[O:29])([OH:27])=[O:26], predict the reactants needed to synthesize it. The reactants are: [Li+].[OH-].[Cl:3][C:4]1[S:30][C:7]2[NH:8][C:9]([C:11]([NH:13][CH:14]3[CH2:23][C:22]4[C:17](=[CH:18][CH:19]=[CH:20][CH:21]=4)[N:16]([CH2:24][C:25]([O:27]C)=[O:26])[C:15]3=[O:29])=[O:12])=[CH:10][C:6]=2[CH:5]=1. (5) Given the product [C:29]1([C:22]2([C:23]3[CH:24]=[CH:25][CH:26]=[CH:27][CH:28]=3)[CH2:21][CH2:20][CH2:19][N:18]([CH2:35][C:36]3[O:1][N:2]=[C:3]([C:4]4[CH:9]=[CH:8][C:7]([C:10]([F:13])([F:12])[F:11])=[CH:6][CH:5]=4)[N:14]=3)[C:17]2=[O:16])[CH:34]=[CH:33][CH:32]=[CH:31][CH:30]=1, predict the reactants needed to synthesize it. The reactants are: [OH:1][NH:2]/[C:3](=[N:14]\[H])/[C:4]1[CH:9]=[CH:8][C:7]([C:10]([F:13])([F:12])[F:11])=[CH:6][CH:5]=1.[O:16]=[C:17]1[C:22]([C:29]2[CH:34]=[CH:33][CH:32]=[CH:31][CH:30]=2)([C:23]2[CH:28]=[CH:27][CH:26]=[CH:25][CH:24]=2)[CH2:21][CH2:20][CH2:19][N:18]1[CH2:35][C:36](O)=O.Cl.C(N=C=NCCCN(C)C)C. (6) Given the product [ClH:29].[F:28][C:2]([F:1])([C:20]1[CH:25]=[CH:24][C:23]([CH2:26][F:27])=[CH:22][N:21]=1)[CH2:3][N:4]1[CH2:9][CH2:8][CH:7]([NH:10][C:11]2[C:12]3[CH:19]=[CH:18][NH:17][C:13]=3[N:14]=[CH:15][N:16]=2)[CH2:6][CH2:5]1, predict the reactants needed to synthesize it. The reactants are: [F:1][C:2]([F:28])([C:20]1[CH:25]=[CH:24][C:23]([CH2:26][F:27])=[CH:22][N:21]=1)[CH2:3][N:4]1[CH2:9][CH2:8][CH:7]([NH:10][C:11]2[C:12]3[CH:19]=[CH:18][NH:17][C:13]=3[N:14]=[CH:15][N:16]=2)[CH2:6][CH2:5]1.[ClH:29]. (7) Given the product [C:1]([O:5][C:6](=[O:8])[CH3:7])([CH3:4])([CH3:3])[CH3:2].[CH2:25]([C:24]([C:29]1[S:33][C:32]([S:34]([NH2:37])(=[O:36])=[O:35])=[C:31]([CH3:38])[CH:30]=1)([C:21]1[CH:22]=[CH:23][C:18]([O:17][CH2:16][CH:15]([OH:14])[C:40]([CH3:42])([CH3:43])[CH3:41])=[C:19]([CH3:39])[CH:20]=1)[CH2:27][CH3:28])[CH3:26], predict the reactants needed to synthesize it. The reactants are: [C:1]([O:5][C:6](=[O:8])[CH3:7])([CH3:4])([CH3:3])[CH3:2].C([Si](C)(C)[O:14][CH:15]([C:40]([CH3:43])([CH3:42])[CH3:41])[CH2:16][O:17][C:18]1[CH:23]=[CH:22][C:21]([C:24]([C:29]2[S:33][C:32]([S:34]([NH2:37])(=[O:36])=[O:35])=[C:31]([CH3:38])[CH:30]=2)([CH2:27][CH3:28])[CH2:25][CH3:26])=[CH:20][C:19]=1[CH3:39])(C)(C)C.[F-].C([N+](CCCC)(CCCC)CCCC)CCC.